From a dataset of Full USPTO retrosynthesis dataset with 1.9M reactions from patents (1976-2016). Predict the reactants needed to synthesize the given product. (1) Given the product [CH3:20][C:21]([NH:22][C:14]([C:12]1[CH:11]=[CH:10][C:9]([CH:17]2[CH2:19][CH2:18]2)=[C:8]([C:4]2[CH:5]=[CH:6][CH:7]=[C:2]([Cl:1])[CH:3]=2)[N:13]=1)=[O:16])([C:23]1[N:27]=[C:26]([CH3:28])[O:25][N:24]=1)[CH3:29], predict the reactants needed to synthesize it. The reactants are: [Cl:1][C:2]1[CH:3]=[C:4]([C:8]2[N:13]=[C:12]([C:14]([OH:16])=O)[CH:11]=[CH:10][C:9]=2[CH:17]2[CH2:19][CH2:18]2)[CH:5]=[CH:6][CH:7]=1.[CH3:20][C:21]([CH3:29])([C:23]1[N:27]=[C:26]([CH3:28])[O:25][N:24]=1)[NH2:22]. (2) Given the product [CH:1]([N:4]([CH:8]([CH3:10])[CH3:9])[P:5]([O:27][CH2:26][CH2:25][Si:12]([CH3:16])([CH3:13])[CH3:11])[O:15][CH2:14][CH2:13][Si:12]([CH3:17])([CH3:16])[CH3:11])([CH3:3])[CH3:2], predict the reactants needed to synthesize it. The reactants are: [CH:1]([N:4]([CH:8]([CH3:10])[CH3:9])[P:5](Cl)Cl)([CH3:3])[CH3:2].[CH3:11][Si:12]([CH3:17])([CH3:16])[CH2:13][CH2:14][OH:15].CCN(CC)CC.[CH3:25][CH2:26][O:27]CC. (3) Given the product [NH2:8][C:4]1[N:5]=[CH:6][N:7]=[C:2]([NH:15][C@H:16]([C:19]2[N:28]([C:29]3[CH:30]=[CH:31][CH:32]=[CH:33][CH:34]=3)[C:27](=[O:35])[C:26]3[C:21](=[CH:22][CH:23]=[CH:24][C:25]=3[Cl:36])[N:20]=2)[CH2:17][CH3:18])[C:3]=1[C:9]1[O:13][N:12]=[C:11]([CH3:14])[N:10]=1, predict the reactants needed to synthesize it. The reactants are: Cl[C:2]1[N:7]=[CH:6][N:5]=[C:4]([NH2:8])[C:3]=1[C:9]1[O:13][N:12]=[C:11]([CH3:14])[N:10]=1.[NH2:15][C@H:16]([C:19]1[N:28]([C:29]2[CH:34]=[CH:33][CH:32]=[CH:31][CH:30]=2)[C:27](=[O:35])[C:26]2[C:21](=[CH:22][CH:23]=[CH:24][C:25]=2[Cl:36])[N:20]=1)[CH2:17][CH3:18].CCN(C(C)C)C(C)C. (4) The reactants are: Cl[C:2]1[N:7]=[C:6]([C:8]2[C:16]3[C:11](=[CH:12][CH:13]=[CH:14][CH:15]=3)[N:10]([S:17]([C:20]3[CH:25]=[CH:24][CH:23]=[CH:22][CH:21]=3)(=[O:19])=[O:18])[CH:9]=2)[C:5]([Cl:26])=[CH:4][N:3]=1.[NH2:27][CH:28]1[CH2:33][CH2:32][N:31]([C:34]([C:36]2[CH:41]=[CH:40][C:39]([NH:42][C:43](=[O:49])[O:44][C:45]([CH3:48])([CH3:47])[CH3:46])=[CH:38][CH:37]=2)=[O:35])[CH2:30][CH2:29]1.CCN(C(C)C)C(C)C. Given the product [Cl:26][C:5]1[C:6]([C:8]2[C:16]3[C:11](=[CH:12][CH:13]=[CH:14][CH:15]=3)[N:10]([S:17]([C:20]3[CH:21]=[CH:22][CH:23]=[CH:24][CH:25]=3)(=[O:18])=[O:19])[CH:9]=2)=[N:7][C:2]([NH:27][CH:28]2[CH2:33][CH2:32][N:31]([C:34]([C:36]3[CH:41]=[CH:40][C:39]([NH:42][C:43](=[O:49])[O:44][C:45]([CH3:47])([CH3:46])[CH3:48])=[CH:38][CH:37]=3)=[O:35])[CH2:30][CH2:29]2)=[N:3][CH:4]=1, predict the reactants needed to synthesize it. (5) Given the product [CH3:14][O:13][C:11](=[O:12])[NH:31][C:27]1[C:26]2=[CH:32][N:23]([C:17]3[C:18]([Cl:22])=[CH:19][CH:20]=[CH:21][C:16]=3[Cl:15])[N:24]=[C:25]2[CH:30]=[CH:29][N:28]=1, predict the reactants needed to synthesize it. The reactants are: CCN(C(C)C)C(C)C.Cl[C:11]([O:13][CH3:14])=[O:12].[Cl:15][C:16]1[CH:21]=[CH:20][CH:19]=[C:18]([Cl:22])[C:17]=1[N:23]1[CH:32]=[C:26]2[C:27]([NH2:31])=[N:28][CH:29]=[CH:30][C:25]2=[N:24]1. (6) The reactants are: [CH2:1]([C:8]1[CH:20]=[CH:19][C:11]([O:12][CH2:13][C@@H:14]2[CH2:18][CH2:17][CH2:16][NH:15]2)=[CH:10][CH:9]=1)[C:2]1[CH:7]=[CH:6][CH:5]=[CH:4][CH:3]=1.CN(C=O)C.[C:26]([O:30][C:31](=[O:34])[CH2:32]Br)([CH3:29])([CH3:28])[CH3:27].C(=O)([O-])[O-].[K+].[K+]. Given the product [C:26]([O:30][C:31](=[O:34])[CH2:32][N:15]1[CH2:16][CH2:17][CH2:18][C@H:14]1[CH2:13][O:12][C:11]1[CH:19]=[CH:20][C:8]([CH2:1][C:2]2[CH:3]=[CH:4][CH:5]=[CH:6][CH:7]=2)=[CH:9][CH:10]=1)([CH3:29])([CH3:28])[CH3:27], predict the reactants needed to synthesize it. (7) Given the product [Br:24][C:25]1[CH:26]=[C:27]2[C:32](=[CH:33][CH:34]=1)[O:31][C:30](=[O:35])[CH:29]=[C:28]2[NH:1][CH:2]1[CH2:7][CH2:6][N:5]([CH2:8][CH:9]=[CH:10][C:11]2[CH:12]=[CH:13][CH:14]=[CH:15][CH:16]=2)[CH2:4][CH2:3]1, predict the reactants needed to synthesize it. The reactants are: [NH2:1][CH:2]1[CH2:7][CH2:6][N:5]([CH2:8][CH:9]=[CH:10][C:11]2[CH:16]=[CH:15][CH:14]=[CH:13][CH:12]=2)[CH2:4][CH2:3]1.C(N(CC)CC)C.[Br:24][C:25]1[CH:26]=[C:27]2[C:32](=[CH:33][CH:34]=1)[O:31][C:30](=[O:35])[CH:29]=[C:28]2OS(C(F)(F)F)(=O)=O.